Dataset: Full USPTO retrosynthesis dataset with 1.9M reactions from patents (1976-2016). Task: Predict the reactants needed to synthesize the given product. (1) Given the product [CH2:1]([C:3]1[CH:8]=[CH:7][CH:6]=[C:5]([CH2:9][CH3:10])[C:4]=1[NH:11][C:12]([N:14]1[CH2:21][C:20]2[C:19]([C:22]3[NH:65][C:64]4[C:56]([N:55]=3)=[CH:57][C:58]3[C:59]([CH3:69])([CH3:70])[C:60](=[O:68])[N:61]([CH2:66][CH3:67])[C:62]=3[CH:63]=4)=[N:18][NH:17][C:16]=2[CH2:15]1)=[O:13])[CH3:2], predict the reactants needed to synthesize it. The reactants are: [CH2:1]([C:3]1[CH:8]=[CH:7][CH:6]=[C:5]([CH2:9][CH3:10])[C:4]=1[NH:11][C:12]([N:14]1[CH2:21][C:20]2[C:19]([C:22](O)=O)=[N:18][NH:17][C:16]=2[CH2:15]1)=[O:13])[CH3:2].O.OC1C2N=NNC=2C=CC=1.C(N(CC)CC)C.Cl.CN(C)CCCN=C=NCC.[NH2:55][C:56]1[CH:57]=[C:58]2[C:62](=[CH:63][C:64]=1[NH2:65])[N:61]([CH2:66][CH3:67])[C:60](=[O:68])[C:59]2([CH3:70])[CH3:69]. (2) The reactants are: [F:1][C:2]([F:31])([F:30])[C:3]1N=CC(CC[N:11]2[C:19]3[CH:18]=[CH:17][C:16]([O:20][C:21]([F:24])([F:23])[F:22])=[CH:15][C:14]=3[C:13]3[CH2:25][N:26]([CH3:29])[CH2:27][CH2:28][C:12]2=3)=CC=1.[OH-:32].[K+].FC(F)(F)C1C=CC(C=C)=CN=1.[OH2:46]. Given the product [CH3:29][N:26]1[CH2:27][CH2:28][C:12]2[NH:11][C:19]3[CH:18]=[CH:17][C:16]([O:20][C:21]([F:24])([F:22])[F:23])=[CH:15][C:14]=3[C:13]=2[CH2:25]1.[C:3]([OH:46])([C:2]([F:31])([F:30])[F:1])=[O:32], predict the reactants needed to synthesize it. (3) Given the product [F:15][C:14]1[C:9]([NH:8][C:4]2[CH:3]=[C:2]([NH:1][C:28](=[O:31])[CH:29]=[CH2:30])[CH:7]=[CH:6][CH:5]=2)=[N:10][C:11]([NH:16][C:17]2[CH:22]=[CH:21][C:20]([O:23][CH2:24][CH2:25][O:26][CH3:27])=[CH:19][CH:18]=2)=[N:12][CH:13]=1, predict the reactants needed to synthesize it. The reactants are: [NH2:1][C:2]1[CH:3]=[C:4]([NH:8][C:9]2[C:14]([F:15])=[CH:13][N:12]=[C:11]([NH:16][C:17]3[CH:22]=[CH:21][C:20]([O:23][CH2:24][CH2:25][O:26][CH3:27])=[CH:19][CH:18]=3)[N:10]=2)[CH:5]=[CH:6][CH:7]=1.[C:28](Cl)(=[O:31])[CH:29]=[CH2:30].C(Cl)(Cl)Cl.CO.C(=O)(O)[O-].[Na+].